The task is: Regression. Given two drug SMILES strings and cell line genomic features, predict the synergy score measuring deviation from expected non-interaction effect.. This data is from NCI-60 drug combinations with 297,098 pairs across 59 cell lines. (1) Drug 1: COC1=C(C=C2C(=C1)N=CN=C2NC3=CC(=C(C=C3)F)Cl)OCCCN4CCOCC4. Drug 2: CCN(CC)CCCC(C)NC1=C2C=C(C=CC2=NC3=C1C=CC(=C3)Cl)OC. Cell line: NCIH23. Synergy scores: CSS=45.2, Synergy_ZIP=-2.99, Synergy_Bliss=4.50, Synergy_Loewe=7.07, Synergy_HSA=8.58. (2) Drug 1: CCCCC(=O)OCC(=O)C1(CC(C2=C(C1)C(=C3C(=C2O)C(=O)C4=C(C3=O)C=CC=C4OC)O)OC5CC(C(C(O5)C)O)NC(=O)C(F)(F)F)O. Drug 2: C1CC(=O)NC(=O)C1N2C(=O)C3=CC=CC=C3C2=O. Cell line: IGROV1. Synergy scores: CSS=39.8, Synergy_ZIP=4.86, Synergy_Bliss=7.55, Synergy_Loewe=-8.88, Synergy_HSA=6.18.